The task is: Predict the product of the given reaction.. This data is from Forward reaction prediction with 1.9M reactions from USPTO patents (1976-2016). (1) The product is: [CH2:13]([O:12][C:10](=[O:11])[CH2:9][O:6][CH:1]1[CH2:5][CH2:4][CH2:3][CH2:2]1)[CH3:14]. Given the reactants [CH:1]1([OH:6])[CH2:5][CH2:4][CH2:3][CH2:2]1.[N+](=[CH:9][C:10]([O:12][CH2:13][CH3:14])=[O:11])=[N-], predict the reaction product. (2) Given the reactants [CH3:1][O:2][CH2:3][CH:4]=O.[C:6]([O:10][C:11]([N:13]1[CH:22]([CH2:23][NH:24][CH:25]([C:34]([O:36][CH3:37])=[O:35])[CH2:26][C:27]2[CH:32]=[CH:31][C:30]([Cl:33])=[CH:29][CH:28]=2)[CH2:21][C:20]2[C:15](=[CH:16][CH:17]=[CH:18][CH:19]=2)[CH2:14]1)=[O:12])([CH3:9])([CH3:8])[CH3:7].C(O[BH-](OC(=O)C)OC(=O)C)(=O)C.[Na+].C(=O)C, predict the reaction product. The product is: [C:6]([O:10][C:11]([N:13]1[CH:22]([CH2:23][N:24]([CH:25]([C:34]([O:36][CH3:37])=[O:35])[CH2:26][C:27]2[CH:32]=[CH:31][C:30]([Cl:33])=[CH:29][CH:28]=2)[CH2:4][CH2:3][O:2][CH3:1])[CH2:21][C:20]2[C:15](=[CH:16][CH:17]=[CH:18][CH:19]=2)[CH2:14]1)=[O:12])([CH3:8])([CH3:9])[CH3:7]. (3) Given the reactants [CH3:1][N:2]([CH3:29])[C:3]([CH2:5][N:6]1[C:12]2[CH:13]=[C:14]([N+:19]([O-])=O)[C:15]([O:17][CH3:18])=[CH:16][C:11]=2[CH2:10][N:9]([CH2:22][C:23]([N:25]([CH3:27])[CH3:26])=[O:24])[CH2:8][C:7]1=[O:28])=[O:4], predict the reaction product. The product is: [NH2:19][C:14]1[C:15]([O:17][CH3:18])=[CH:16][C:11]2[CH2:10][N:9]([CH2:22][C:23]([N:25]([CH3:27])[CH3:26])=[O:24])[CH2:8][C:7](=[O:28])[N:6]([CH2:5][C:3](=[O:4])[N:2]([CH3:1])[CH3:29])[C:12]=2[CH:13]=1. (4) Given the reactants [Cl:1][C:2]1[CH:7]=[CH:6][C:5]([CH2:8][C:9](=[O:17])[CH2:10][C:11](=O)[C:12]([O:14][CH3:15])=[O:13])=[CH:4][CH:3]=1.Cl.[NH2:19]O, predict the reaction product. The product is: [Cl:1][C:2]1[CH:7]=[CH:6][C:5]([CH2:8][C:9]2[O:17][N:19]=[C:11]([C:12]([O:14][CH3:15])=[O:13])[CH:10]=2)=[CH:4][CH:3]=1. (5) Given the reactants [CH3:1][O:2][CH2:3][CH2:4][N:5]1[CH2:11][CH2:10][C:9]2[CH:12]=[C:13]([NH2:16])[CH:14]=[CH:15][C:8]=2[CH2:7][CH2:6]1.Cl[C:18]1[N:23]=[C:22]([NH:24][C:25]2[C:34]([CH3:35])=[CH:33][CH:32]=[CH:31][C:26]=2[C:27]([NH:29][CH3:30])=[O:28])[C:21]([Cl:36])=[CH:20][N:19]=1.C12(CS(O)(=O)=O)C(C)(C)C(CC1)CC2=O, predict the reaction product. The product is: [Cl:36][C:21]1[C:22]([NH:24][C:25]2[C:34]([CH3:35])=[CH:33][CH:32]=[CH:31][C:26]=2[C:27]([NH:29][CH3:30])=[O:28])=[N:23][C:18]([NH:16][C:13]2[CH:14]=[CH:15][C:8]3[CH2:7][CH2:6][N:5]([CH2:4][CH2:3][O:2][CH3:1])[CH2:11][CH2:10][C:9]=3[CH:12]=2)=[N:19][CH:20]=1. (6) Given the reactants Cl.[NH2:2][C:3]1[CH:8]=[CH:7][C:6]([N:9]2[CH2:13][CH2:12][C@@H:11]([NH:14][C:15](=[O:17])[CH3:16])[CH2:10]2)=[CH:5][CH:4]=1.[C:18]([O:22][C:23](=[O:39])[NH:24]/[C:25](/N1C=CC=N1)=[N:26]/[C:27](=[O:33])[O:28][C:29]([CH3:32])([CH3:31])[CH3:30])([CH3:21])([CH3:20])[CH3:19].C(N(CC)CC)C, predict the reaction product. The product is: [C:29]([O:28][C:27](=[O:33])[NH:26]/[C:25](/[NH:2][C:3]1[CH:4]=[CH:5][C:6]([N:9]2[CH2:13][CH2:12][C@@H:11]([NH:14][C:15](=[O:17])[CH3:16])[CH2:10]2)=[CH:7][CH:8]=1)=[N:24]/[C:23](=[O:39])[O:22][C:18]([CH3:21])([CH3:20])[CH3:19])([CH3:32])([CH3:30])[CH3:31].